From a dataset of Peptide-MHC class II binding affinity with 134,281 pairs from IEDB. Regression. Given a peptide amino acid sequence and an MHC pseudo amino acid sequence, predict their binding affinity value. This is MHC class II binding data. (1) The peptide sequence is VVAPQLPADLMIRII. The MHC is DRB1_0301 with pseudo-sequence DRB1_0301. The binding affinity (normalized) is 0.331. (2) The peptide sequence is LDAKSTWYGKPTGAG. The MHC is DRB1_1101 with pseudo-sequence DRB1_1101. The binding affinity (normalized) is 0.206. (3) The peptide sequence is KGNVWEVKSSKPLVG. The MHC is DRB3_0202 with pseudo-sequence DRB3_0202. The binding affinity (normalized) is 0.186. (4) The MHC is HLA-DPA10201-DPB10501 with pseudo-sequence HLA-DPA10201-DPB10501. The peptide sequence is LVGPTPVNIIGRDLLTQIGC. The binding affinity (normalized) is 0.0828.